This data is from Forward reaction prediction with 1.9M reactions from USPTO patents (1976-2016). The task is: Predict the product of the given reaction. (1) Given the reactants C([O-])([O-])=O.[Cs+].[Cs+].Cl[C:8]1[CH:9]=[CH:10][C:11]([N+:15]([O-:17])=[O:16])=[C:12](F)[CH:13]=1.[OH:18][C:19]1[CH:28]=[CH:27][CH:26]=[CH:25][C:20]=1[C:21]([O:23][CH3:24])=[O:22].C(Cl)[Cl:30], predict the reaction product. The product is: [CH3:24][O:23][C:21](=[O:22])[C:20]1[CH:25]=[CH:26][CH:27]=[CH:28][C:19]=1[O:18][C:10]1[CH:9]=[CH:8][CH:13]=[C:12]([Cl:30])[C:11]=1[N+:15]([O-:17])=[O:16]. (2) Given the reactants [CH3:1][O:2][C:3]1[CH:8]=[CH:7][C:6]([C:9]2[S:13][C:12]([C:14]([N:16]3[CH2:21][CH2:20][CH2:19][CH2:18][C@H:17]3[C:22]([O:24]C)=[O:23])=[O:15])=[C:11]([NH:26][C:27]([NH:29][C:30]3[C:35]([CH3:36])=[CH:34][C:33]([CH3:37])=[CH:32][C:31]=3[CH3:38])=[O:28])[CH:10]=2)=[CH:5][CH:4]=1.[OH-].[Li+], predict the reaction product. The product is: [CH3:1][O:2][C:3]1[CH:4]=[CH:5][C:6]([C:9]2[S:13][C:12]([C:14]([N:16]3[CH2:21][CH2:20][CH2:19][CH2:18][C@H:17]3[C:22]([OH:24])=[O:23])=[O:15])=[C:11]([NH:26][C:27]([NH:29][C:30]3[C:31]([CH3:38])=[CH:32][C:33]([CH3:37])=[CH:34][C:35]=3[CH3:36])=[O:28])[CH:10]=2)=[CH:7][CH:8]=1. (3) Given the reactants [NH2:1][C:2]1[C:7]([C:8]2[CH:16]=[CH:15][C:11]([C:12]([OH:14])=[O:13])=[C:10]([F:17])[CH:9]=2)=[CH:6][C:5]([C:18]2[CH2:19][NH:20][C:21](=[O:23])[CH:22]=2)=[CH:4][N:3]=1, predict the reaction product. The product is: [NH2:1][C:2]1[C:7]([C:8]2[CH:16]=[CH:15][C:11]([C:12]([OH:14])=[O:13])=[C:10]([F:17])[CH:9]=2)=[CH:6][C:5]([CH:18]2[CH2:22][C:21](=[O:23])[NH:20][CH2:19]2)=[CH:4][N:3]=1.